Dataset: Retrosynthesis with 50K atom-mapped reactions and 10 reaction types from USPTO. Task: Predict the reactants needed to synthesize the given product. Given the product COc1cc(NC(=O)Nc2c(-c3ccccc3C)c3cc4c(cc3oc2=O)CCC4)cc(OC)c1O, predict the reactants needed to synthesize it. The reactants are: COc1cc(NC(=O)Nc2c(-c3ccccc3C)c3cc4c(cc3oc2=O)CCC4)cc(OC)c1OC(C)=O.